The task is: Predict the product of the given reaction.. This data is from Forward reaction prediction with 1.9M reactions from USPTO patents (1976-2016). (1) Given the reactants [CH:1]1([C:4]([NH:6][C:7]2[S:8][C:9]3[C:14]([N:15]=2)=[CH:13][CH:12]=[C:11]([O:16][C:17]2[CH:18]=[C:19]([CH:23]=[CH:24][C:25]=2[O:26][CH3:27])C(O)=O)[N:10]=3)=[O:5])[CH2:3][CH2:2]1.[CH3:28][C:29]([OH:32])([CH3:31])[CH3:30].C([N:35]([CH2:38]C)CC)C.C1(P(N=[N+]=[N-])(C2C=CC=CC=2)=[O:47])C=CC=CC=1, predict the reaction product. The product is: [C:29]([O:32][C:38](=[O:47])[NH:35][C:19]1[CH:23]=[CH:24][C:25]([O:26][CH3:27])=[C:17]([O:16][C:11]2[N:10]=[C:9]3[S:8][C:7]([NH:6][C:4]([CH:1]4[CH2:2][CH2:3]4)=[O:5])=[N:15][C:14]3=[CH:13][CH:12]=2)[CH:18]=1)([CH3:31])([CH3:30])[CH3:28]. (2) Given the reactants Br[C:2]1[CH:7]=[CH:6][C:5]([CH:8]2[CH2:12][CH2:11][N:10]([S:13]([CH3:16])(=[O:15])=[O:14])[CH2:9]2)=[CH:4][CH:3]=1.[CH3:17][C:18]1([CH3:32])[CH2:23][O:22][B:21]([B:21]2[O:22][CH2:23][C:18]([CH3:32])([CH3:17])[CH2:19][O:20]2)[O:20][CH2:19]1.CC([O-])=O.[K+], predict the reaction product. The product is: [CH3:17][C:18]1([CH3:32])[CH2:23][O:22][B:21]([C:2]2[CH:7]=[CH:6][C:5]([CH:8]3[CH2:12][CH2:11][N:10]([S:13]([CH3:16])(=[O:15])=[O:14])[CH2:9]3)=[CH:4][CH:3]=2)[O:20][CH2:19]1. (3) Given the reactants [Cl:1][C:2]1[C:7]([C:8]2[CH:13]=[CH:12][CH:11]=[CH:10][CH:9]=2)=[N:6][N:5]=[C:4]2[N:14]([CH3:24])[N:15]=[C:16]([C:17]3[CH:22]=[CH:21][CH:20]=[CH:19][C:18]=3Cl)[C:3]=12.[CH3:25]N1C(N)=CC(C2C=CC=CC=2)=N1.C1(C)C=CC(C#C)=CC=1, predict the reaction product. The product is: [Cl:1][C:2]1[C:7]([C:8]2[CH:13]=[CH:12][C:11]([CH3:25])=[CH:10][CH:9]=2)=[N:6][N:5]=[C:4]2[N:14]([CH3:24])[N:15]=[C:16]([C:17]3[CH:22]=[CH:21][CH:20]=[CH:19][CH:18]=3)[C:3]=12. (4) The product is: [Br:15][C:12]1[S:11][C:10]([C:7]2[CH2:6][CH:5]([CH2:4][N:1]3[CH:17]=[CH:16][N:3]=[N:2]3)[O:9][N:8]=2)=[CH:14][CH:13]=1. Given the reactants [N:1]([CH2:4][CH:5]1[O:9][N:8]=[C:7]([C:10]2[S:11][C:12]([Br:15])=[CH:13][CH:14]=2)[CH2:6]1)=[N+:2]=[N-:3].[CH:16]12CC(C=C1)C=[CH:17]2, predict the reaction product. (5) Given the reactants [NH2:1][C:2]1[CH:7]=[CH:6][C:5]([C:8]2[CH:13]=[CH:12][C:11]([C:14]([CH:16]3[CH2:20][CH2:19][CH2:18][CH:17]3[C:21]([O:23]C)=[O:22])=[O:15])=[CH:10][CH:9]=2)=[CH:4][CH:3]=1.Cl[C:26]1[NH:30][C:29]2[CH:31]=[C:32]([F:36])[C:33]([F:35])=[CH:34][C:28]=2[N:27]=1.Cl.[OH-].[Na+], predict the reaction product. The product is: [F:36][C:32]1[C:33]([F:35])=[CH:34][C:28]2[NH:27][C:26]([NH:1][C:2]3[CH:3]=[CH:4][C:5]([C:8]4[CH:13]=[CH:12][C:11]([C:14]([C@@H:16]5[CH2:20][CH2:19][CH2:18][C@H:17]5[C:21]([OH:23])=[O:22])=[O:15])=[CH:10][CH:9]=4)=[CH:6][CH:7]=3)=[N:30][C:29]=2[CH:31]=1. (6) Given the reactants [CH2:1]([O:5][C:6]1[C:15]2[C:10](=[CH:11][C:12]([F:16])=[CH:13][CH:14]=2)[C:9](=[O:17])[N:8]([CH2:18][C:19]([CH3:22])([CH3:21])[CH3:20])[C:7]=1[C:23](O)=[O:24])[CH2:2][CH2:3][CH3:4].C(Cl)(=O)C(Cl)=O.[BH4-].[Na+].Cl, predict the reaction product. The product is: [CH2:1]([O:5][C:6]1[C:15]2[C:10](=[CH:11][C:12]([F:16])=[CH:13][CH:14]=2)[C:9](=[O:17])[N:8]([CH2:18][C:19]([CH3:22])([CH3:21])[CH3:20])[C:7]=1[CH2:23][OH:24])[CH2:2][CH2:3][CH3:4].